This data is from Forward reaction prediction with 1.9M reactions from USPTO patents (1976-2016). The task is: Predict the product of the given reaction. (1) Given the reactants [CH2:1]([N:5]([CH2:23][CH:24]([CH3:26])[CH3:25])[C:6]1[CH:11]=[CH:10][C:9](/[CH:12]=[C:13](\[CH3:19])/[C:14]([O:16][CH2:17][CH3:18])=[O:15])=[CH:8][C:7]=1[N+:20]([O-])=O)[CH:2]([CH3:4])[CH3:3], predict the reaction product. The product is: [NH2:20][C:7]1[CH:8]=[C:9]([CH2:12][CH:13]([CH3:19])[C:14]([O:16][CH2:17][CH3:18])=[O:15])[CH:10]=[CH:11][C:6]=1[N:5]([CH2:23][CH:24]([CH3:25])[CH3:26])[CH2:1][CH:2]([CH3:4])[CH3:3]. (2) Given the reactants Cl[C:2]1[NH:11][C:10](=[O:12])[C:9]2[C:4](=[CH:5][C:6]([O:15][CH3:16])=[C:7]([O:13][CH3:14])[CH:8]=2)[N:3]=1.Cl.Cl.[CH2:19]([N:26]1[C:34]2[CH2:33][CH2:32][NH:31][CH2:30][C:29]=2[N:28]=[CH:27]1)[C:20]1[CH:25]=[CH:24][CH:23]=[CH:22][CH:21]=1.C(N(C(C)C)CC)(C)C, predict the reaction product. The product is: [CH2:19]([N:26]1[C:34]2[CH2:33][CH2:32][N:31]([C:2]3[NH:11][C:10](=[O:12])[C:9]4[C:4](=[CH:5][C:6]([O:15][CH3:16])=[C:7]([O:13][CH3:14])[CH:8]=4)[N:3]=3)[CH2:30][C:29]=2[N:28]=[CH:27]1)[C:20]1[CH:21]=[CH:22][CH:23]=[CH:24][CH:25]=1. (3) The product is: [O:20]=[C:6]1[N:7]([CH2:9][C:10]2[CH:15]=[CH:14][C:13]([C:16]([F:19])([F:18])[F:17])=[CH:12][CH:11]=2)[N:8]=[C:3]([CH:2]=[O:1])[CH:4]=[CH:5]1. Given the reactants [OH:1][CH2:2][C:3]1[CH2:4][CH2:5][C:6](=[O:20])[N:7]([CH2:9][C:10]2[CH:15]=[CH:14][C:13]([C:16]([F:19])([F:18])[F:17])=[CH:12][CH:11]=2)[N:8]=1, predict the reaction product. (4) Given the reactants [CH2:1]([O:8][C:9]1[C:10]([CH:16]=O)=[N:11][C:12]([CH3:15])=[CH:13][CH:14]=1)[C:2]1[CH:7]=[CH:6][CH:5]=[CH:4][CH:3]=1.Cl.NO.C([N:23](CC)CC)C.[N+](C1C=C2C(=O)OC(=O)C2=CC=1)([O-])=O, predict the reaction product. The product is: [CH2:1]([O:8][C:9]1[C:10]([C:16]#[N:23])=[N:11][C:12]([CH3:15])=[CH:13][CH:14]=1)[C:2]1[CH:7]=[CH:6][CH:5]=[CH:4][CH:3]=1. (5) Given the reactants C[Si]([N-][Si](C)(C)C)(C)C.[Na+].[NH:11]1[C:19]2[C:14](=[N:15][CH:16]=[CH:17][CH:18]=2)[C:13]([CH2:20][CH2:21][NH:22]C(=O)OC(C)(C)C)=[CH:12]1.CN(CC)C.[O:35]1[C:39]2[CH:40]=[C:41]([S:44](Cl)(=[O:46])=[O:45])[CH:42]=[CH:43][C:38]=2[CH2:37][CH2:36]1, predict the reaction product. The product is: [O:35]1[C:39]2[CH:40]=[C:41]([S:44]([N:11]3[C:19]4[C:14](=[N:15][CH:16]=[CH:17][CH:18]=4)[C:13]([CH2:20][CH2:21][NH2:22])=[CH:12]3)(=[O:46])=[O:45])[CH:42]=[CH:43][C:38]=2[CH2:37][CH2:36]1. (6) Given the reactants [C:1]([C:4]1[CH:5]=[C:6]([C:15]([NH2:17])=[O:16])[C:7]2[O:13][CH2:12][CH2:11][CH2:10][S:9][C:8]=2[CH:14]=1)(=[O:3])[CH3:2].[BH4-].[Na+].Cl, predict the reaction product. The product is: [OH:3][CH:1]([C:4]1[CH:5]=[C:6]([C:15]([NH2:17])=[O:16])[C:7]2[O:13][CH2:12][CH2:11][CH2:10][S:9][C:8]=2[CH:14]=1)[CH3:2]. (7) Given the reactants [C:1]1([P:7]([C:14]2[CH:19]=[CH:18][CH:17]=[CH:16][CH:15]=2)[C:8]2[CH:13]=[CH:12][CH:11]=[CH:10][CH:9]=2)[CH:6]=[CH:5][CH:4]=[CH:3][CH:2]=1.[Cl:20][C:21]1[CH:28]=[CH:27][CH:26]=[CH:25][C:22]=1[CH2:23]Cl, predict the reaction product. The product is: [Cl-:20].[Cl:20][C:21]1[CH:28]=[CH:27][CH:26]=[CH:25][C:22]=1[CH2:23][P+:7]([C:1]1[CH:2]=[CH:3][CH:4]=[CH:5][CH:6]=1)([C:8]1[CH:13]=[CH:12][CH:11]=[CH:10][CH:9]=1)[C:14]1[CH:15]=[CH:16][CH:17]=[CH:18][CH:19]=1.